From a dataset of NCI-60 drug combinations with 297,098 pairs across 59 cell lines. Regression. Given two drug SMILES strings and cell line genomic features, predict the synergy score measuring deviation from expected non-interaction effect. (1) Drug 1: C1=C(C(=O)NC(=O)N1)N(CCCl)CCCl. Drug 2: C1=NC2=C(N1)C(=S)N=CN2. Cell line: BT-549. Synergy scores: CSS=-0.230, Synergy_ZIP=-15.3, Synergy_Bliss=-29.3, Synergy_Loewe=-35.0, Synergy_HSA=-25.6. (2) Drug 1: C1=CN(C=N1)CC(O)(P(=O)(O)O)P(=O)(O)O. Drug 2: N.N.Cl[Pt+2]Cl. Cell line: MDA-MB-231. Synergy scores: CSS=37.2, Synergy_ZIP=-3.24, Synergy_Bliss=-0.365, Synergy_Loewe=-1.83, Synergy_HSA=-0.718. (3) Drug 1: CN(C)N=NC1=C(NC=N1)C(=O)N. Drug 2: COCCOC1=C(C=C2C(=C1)C(=NC=N2)NC3=CC=CC(=C3)C#C)OCCOC.Cl. Cell line: T-47D. Synergy scores: CSS=7.20, Synergy_ZIP=-1.81, Synergy_Bliss=3.27, Synergy_Loewe=2.19, Synergy_HSA=3.23. (4) Drug 1: CS(=O)(=O)CCNCC1=CC=C(O1)C2=CC3=C(C=C2)N=CN=C3NC4=CC(=C(C=C4)OCC5=CC(=CC=C5)F)Cl. Drug 2: C1=NC2=C(N1)C(=S)N=CN2. Cell line: CAKI-1. Synergy scores: CSS=51.3, Synergy_ZIP=-3.84, Synergy_Bliss=-2.59, Synergy_Loewe=-20.9, Synergy_HSA=0.784. (5) Drug 1: C1=NC(=NC(=O)N1C2C(C(C(O2)CO)O)O)N. Drug 2: C1C(C(OC1N2C=NC(=NC2=O)N)CO)O. Cell line: PC-3. Synergy scores: CSS=18.7, Synergy_ZIP=-2.80, Synergy_Bliss=2.48, Synergy_Loewe=5.42, Synergy_HSA=5.73.